This data is from Reaction yield outcomes from USPTO patents with 853,638 reactions. The task is: Predict the reaction yield, written as a fraction of the theoretical maximum amount of product (1.0 means a 100% yield; for example, 0.34 means a 34% yield). The reactants are Cl.[Cl:2][C:3]1[CH:8]=[C:7]([Cl:9])[CH:6]=[CH:5][C:4]=1[NH:10][NH2:11].[Cl:12][C:13]1[CH:18]=[CH:17][C:16]([CH:19]=[C:20]([CH3:26])[C:21](=O)[C:22]([OH:24])=[O:23])=[CH:15][CH:14]=1. The catalyst is C(O)(=O)C. The product is [Cl:12][C:13]1[CH:14]=[CH:15][C:16]([C@@H:19]2[N:10]([C:4]3[CH:5]=[CH:6][C:7]([Cl:9])=[CH:8][C:3]=3[Cl:2])[N:11]=[C:21]([C:22]([OH:24])=[O:23])[C@H:20]2[CH3:26])=[CH:17][CH:18]=1. The yield is 0.884.